From a dataset of Catalyst prediction with 721,799 reactions and 888 catalyst types from USPTO. Predict which catalyst facilitates the given reaction. (1) Product: [CH3:25][O:24][C:3]1[CH:4]=[C:5]2[C:10](=[CH:11][C:2]=1[O:1][CH2:33][CH2:34][OH:35])[N:9]=[CH:8][CH:7]=[C:6]2[O:12][C:13]1[C:14]([CH3:23])=[N:15][C:16]2[C:21]([CH:22]=1)=[CH:20][N:19]=[CH:18][CH:17]=2. The catalyst class is: 9. Reactant: [OH:1][C:2]1[CH:11]=[C:10]2[C:5]([C:6]([O:12][C:13]3[C:14]([CH3:23])=[N:15][C:16]4[C:21]([CH:22]=3)=[CH:20][N:19]=[CH:18][CH:17]=4)=[CH:7][CH:8]=[N:9]2)=[CH:4][C:3]=1[O:24][CH3:25].C(=O)([O-])[O-].[K+].[K+].Br[CH2:33][CH2:34][OH:35]. (2) Reactant: [CH2:1]([O:8][C:9]1[CH:10]=[C:11]([C:23]2[CH:28]=[CH:27][C:26]([C:29]([OH:31])=[O:30])=[CH:25][CH:24]=2)[CH:12]=[C:13]([O:15][CH2:16][C:17]2[CH:22]=[CH:21][CH:20]=[CH:19][CH:18]=2)[CH:14]=1)[C:2]1[CH:7]=[CH:6][CH:5]=[CH:4][CH:3]=1.C(=O)([O-])[O-].[K+].[K+].Br[CH2:39][CH2:40][O:41][CH2:42][C:43]1[CH:48]=[CH:47][CH:46]=[CH:45][CH:44]=1. Product: [CH2:42]([O:41][CH2:40][CH2:39][O:30][C:29]([C:26]1[CH:27]=[CH:28][C:23]([C:11]2[CH:10]=[C:9]([O:8][CH2:1][C:2]3[CH:7]=[CH:6][CH:5]=[CH:4][CH:3]=3)[CH:14]=[C:13]([O:15][CH2:16][C:17]3[CH:22]=[CH:21][CH:20]=[CH:19][CH:18]=3)[CH:12]=2)=[CH:24][CH:25]=1)=[O:31])[C:43]1[CH:48]=[CH:47][CH:46]=[CH:45][CH:44]=1. The catalyst class is: 3.